Dataset: Full USPTO retrosynthesis dataset with 1.9M reactions from patents (1976-2016). Task: Predict the reactants needed to synthesize the given product. (1) Given the product [CH3:1][N:2]1[CH2:7][CH:6]=[C:5]([O:8][Si:17]([CH3:20])([CH3:19])[CH3:18])[CH2:4][CH2:3]1, predict the reactants needed to synthesize it. The reactants are: [CH3:1][N:2]1[CH2:7][CH2:6][C:5](=[O:8])[CH2:4][CH2:3]1.CCN(CC)CC.Cl[Si:17]([CH3:20])([CH3:19])[CH3:18]. (2) Given the product [CH2:2]([C@H:4]1[CH2:9][CH2:8][CH2:7][CH2:6][N:5]1[CH2:16][C@@H:17]1[CH2:18][O:19]1)[CH3:3], predict the reactants needed to synthesize it. The reactants are: Cl.[CH2:2]([C@H:4]1[CH2:9][CH2:8][CH2:7][CH2:6][NH:5]1)[CH3:3].[H-].[K+].S(C1C=CC([N+]([O-])=O)=CC=1)(O[CH2:16][C@H:17]1[O:19][CH2:18]1)(=O)=O. (3) Given the product [CH3:44][O:43][C:41](=[O:42])[CH2:40][N:14]([C:9]1[CH:10]=[N:11][CH:12]=[CH:13][C:8]=1[C:6]1[CH:7]=[C:2]([F:1])[CH:3]=[CH:4][C:5]=1[O:31][CH3:32])[C:15](=[O:30])[C:16]1[CH:21]=[C:20]([C:22]([F:25])([F:23])[F:24])[CH:19]=[C:18]([S:26]([CH3:29])(=[O:28])=[O:27])[CH:17]=1, predict the reactants needed to synthesize it. The reactants are: [F:1][C:2]1[CH:3]=[CH:4][C:5]([O:31][CH3:32])=[C:6]([C:8]2[CH:13]=[CH:12][N:11]=[CH:10][C:9]=2[NH:14][C:15](=[O:30])[C:16]2[CH:21]=[C:20]([C:22]([F:25])([F:24])[F:23])[CH:19]=[C:18]([S:26]([CH3:29])(=[O:28])=[O:27])[CH:17]=2)[CH:7]=1.CC(C)([O-])C.[K+].Br[CH2:40][C:41]([O:43][CH3:44])=[O:42]. (4) The reactants are: [Br:1][CH2:2][C:3]1[CH:11]=[CH:10][C:6]([C:7]([OH:9])=[O:8])=[CH:5][CH:4]=1. Given the product [C:3]([O:8][C:7](=[O:9])[C:6]1[CH:10]=[CH:11][C:3]([CH2:2][Br:1])=[CH:4][CH:5]=1)([CH3:11])([CH3:4])[CH3:2], predict the reactants needed to synthesize it.